This data is from Cav3 T-type calcium channel HTS with 100,875 compounds. The task is: Binary Classification. Given a drug SMILES string, predict its activity (active/inactive) in a high-throughput screening assay against a specified biological target. (1) The compound is s1c(C2N(C(=O)c3c(C2C(=O)N2CCN(CC2)c2ccccc2)cc(OC)c(OC)c3)C)ccc1. The result is 0 (inactive). (2) The molecule is s1c(NC(=O)C2C(CCCC2)C(O)=O)nc(c1)CC(OCC)=O. The result is 0 (inactive). (3) The molecule is S(Cc1noc(c1C(O)=O)C(=O)NCCOC)c1ccccc1. The result is 0 (inactive).